From a dataset of Forward reaction prediction with 1.9M reactions from USPTO patents (1976-2016). Predict the product of the given reaction. (1) Given the reactants [NH2:1][C:2]1[N:3]=[CH:4][C:5]2[CH2:11][N:10]([C:12]3[C:13](=[O:26])[N:14]([C:19]4[CH:24]=[CH:23][C:22]([NH2:25])=[CH:21][CH:20]=4)[CH:15]=[CH:16][C:17]=3[CH3:18])[CH2:9][CH2:8][C:6]=2[N:7]=1.CCN(CC)CC.[CH3:34][C:35]1[CH:39]=[CH:38][O:37][C:36]=1[C:40](Cl)=[O:41], predict the reaction product. The product is: [NH2:1][C:2]1[N:3]=[CH:4][C:5]2[CH2:11][N:10]([C:12]3[C:13](=[O:26])[N:14]([C:19]4[CH:20]=[CH:21][C:22]([NH:25][C:40]([C:36]5[O:37][CH:38]=[CH:39][C:35]=5[CH3:34])=[O:41])=[CH:23][CH:24]=4)[CH:15]=[CH:16][C:17]=3[CH3:18])[CH2:9][CH2:8][C:6]=2[N:7]=1. (2) Given the reactants [NH2:1][C:2]1[CH:3]=[CH:4][C:5]2[N:6]([CH:8]=[CH:9][C:10](=[O:20])[C:11]=2[C:12]2[C:17]([F:18])=[CH:16][CH:15]=[CH:14][C:13]=2[F:19])[N:7]=1.C(N(CC)CC)C.[F:28][C:29]1[CH:34]=[CH:33][CH:32]=[CH:31][C:30]=1[N:35]=[C:36]=[O:37], predict the reaction product. The product is: [F:18][C:17]1[CH:16]=[CH:15][CH:14]=[C:13]([F:19])[C:12]=1[C:11]1[C:10](=[O:20])[CH:9]=[CH:8][N:6]2[C:5]=1[CH:4]=[CH:3][C:2]([NH:1][C:36]([NH:35][C:30]1[CH:31]=[CH:32][CH:33]=[CH:34][C:29]=1[F:28])=[O:37])=[N:7]2. (3) Given the reactants Cl[C:2]1[N:7]=[C:6]([O:8][CH2:9][CH2:10][CH3:11])[C:5]([C:12]([NH:14][CH:15]2[CH:22]3[CH2:23][CH:18]4[CH2:19][C:20]([OH:25])([CH2:24][CH:16]2[CH2:17]4)[CH2:21]3)=[O:13])=[CH:4][N:3]=1.Cl.[O:27]1[CH2:31][CH2:30][C@H:29]([NH2:32])[CH2:28]1, predict the reaction product. The product is: [OH:25][C:20]12[CH2:24][CH:16]3[CH2:17][CH:18]([CH2:23][CH:22]([CH:15]3[NH:14][C:12]([C:5]3[C:6]([O:8][CH2:9][CH2:10][CH3:11])=[N:7][C:2]([NH:32][C@H:29]4[CH2:30][CH2:31][O:27][CH2:28]4)=[N:3][CH:4]=3)=[O:13])[CH2:21]1)[CH2:19]2. (4) Given the reactants [S-:1][C:2]#[N:3].[K+].[NH2:5][C:6]1[CH:34]=[CH:33][C:9]([O:10][C:11]2[CH:12]=[CH:13][C:14]([F:32])=[C:15]([NH:17][C:18](=[O:31])[C:19]3[CH:24]=[CH:23][CH:22]=[C:21]([C:25]([C:28]#[N:29])([CH3:27])[CH3:26])[C:20]=3[Cl:30])[CH:16]=2)=[C:8]([N+:35]([O-:37])=[O:36])[CH:7]=1.BrBr, predict the reaction product. The product is: [NH2:3][C:2]1[S:1][C:7]2[C:8]([N+:35]([O-:37])=[O:36])=[C:9]([O:10][C:11]3[CH:12]=[CH:13][C:14]([F:32])=[C:15]([NH:17][C:18](=[O:31])[C:19]4[CH:24]=[CH:23][CH:22]=[C:21]([C:25]([C:28]#[N:29])([CH3:27])[CH3:26])[C:20]=4[Cl:30])[CH:16]=3)[CH:33]=[CH:34][C:6]=2[N:5]=1. (5) Given the reactants [CH2:1]([O:3][C:4](=[O:15])[CH:5]([C:7]1[CH:12]=[CH:11][C:10]([NH2:13])=[C:9](Br)[CH:8]=1)[CH3:6])[CH3:2].C(O[C:19]([S-:21])=[S:20])C.[K+], predict the reaction product. The product is: [CH2:1]([O:3][C:4](=[O:15])[CH:5]([C:7]1[CH:12]=[CH:11][C:10]2[NH:13][C:19](=[S:20])[S:21][C:9]=2[CH:8]=1)[CH3:6])[CH3:2]. (6) Given the reactants [OH:1][C@@H:2]1[CH2:6][CH2:5][N:4]([C:7]([OH:9])=[O:8])[CH2:3]1.Cl[C:11]1[C:16]([N+:17]([O-:19])=[O:18])=[CH:15][C:14]([C:20]([F:23])([F:22])[F:21])=[CH:13][C:12]=1[N+:24]([O-:26])=[O:25], predict the reaction product. The product is: [C:14]([O:8][C:7]([N:4]1[CH2:5][CH2:6][C@@H:2]([O:1][C:11]2[C:16]([N+:17]([O-:19])=[O:18])=[CH:15][C:14]([C:20]([F:23])([F:22])[F:21])=[CH:13][C:12]=2[N+:24]([O-:26])=[O:25])[CH2:3]1)=[O:9])([CH3:20])([CH3:15])[CH3:13]. (7) Given the reactants [F:1][CH:2]([F:11])[O:3][C:4]1[N:9]=[CH:8][C:7]([NH2:10])=[CH:6][CH:5]=1.[Br:12]N1C(=O)CCC1=O.O, predict the reaction product. The product is: [Br:12][C:8]1[C:7]([NH2:10])=[CH:6][CH:5]=[C:4]([O:3][CH:2]([F:1])[F:11])[N:9]=1. (8) Given the reactants F[C:2](F)(F)[C:3](O)=O.CC(N1[C:16]([C:17]([NH:19][CH2:20][C:21]2[CH:26]=[CH:25][C:24]([C:27]3[CH:28]=[C:29]4[C:33](=[C:34]([C:36]([NH2:38])=[O:37])[CH:35]=3)[NH:32][CH:31]=[C:30]4[CH:39]3[CH2:44][CH2:43][N:42]([S:45]([CH2:48][CH3:49])(=[O:47])=[O:46])[CH2:41][CH2:40]3)=[CH:23][CH:22]=2)=[O:18])=[CH:15][C:14](C)=N1)(C)C.CC(N1C(C(NCC2C=CC(B(O)O)=CC=2)=O)=CC(C)=N1)(C)C, predict the reaction product. The product is: [CH:16]1([C:17]([NH:19][CH2:20][C:21]2[CH:26]=[CH:25][C:24]([C:27]3[CH:28]=[C:29]4[C:33](=[C:34]([C:36]([NH2:38])=[O:37])[CH:35]=3)[NH:32][CH:31]=[C:30]4[CH:39]3[CH2:44][CH2:43][N:42]([S:45]([CH2:48][CH3:49])(=[O:46])=[O:47])[CH2:41][CH2:40]3)=[CH:23][CH:22]=2)=[O:18])[CH2:15][CH2:14][CH2:3][CH2:2]1.